This data is from Forward reaction prediction with 1.9M reactions from USPTO patents (1976-2016). The task is: Predict the product of the given reaction. (1) Given the reactants [Br:1][C:2]1[S:3][C:4](Br)=[CH:5][C:6]=1[C:7]#[N:8].[CH:10]1([CH2:13][NH:14][CH2:15][CH2:16][CH3:17])[CH2:12][CH2:11]1.C(N(CC)CC)C, predict the reaction product. The product is: [Br:1][C:2]1[S:3][C:4]([N:14]([CH2:13][CH:10]2[CH2:12][CH2:11]2)[CH2:15][CH2:16][CH3:17])=[CH:5][C:6]=1[C:7]#[N:8]. (2) The product is: [O:60]=[S:2]1(=[O:1])[CH2:3][CH2:4][N:5]([CH2:8][CH2:9][NH:10][C:11]([C@:13]23[CH2:56][CH2:55][C@@H:54]([C:57]([CH3:59])=[CH2:58])[C@@H:14]2[C@@H:15]2[C@@:28]([CH3:31])([CH2:29][CH2:30]3)[C@@:27]3([CH3:32])[C@@H:18]([C@:19]4([CH3:53])[C@@H:24]([CH2:25][CH2:26]3)[C:23]([CH3:34])([CH3:33])[C:22]([C:35]3[CH2:40][CH2:39][C@:38]([CH2:51][F:52])([C:41]([OH:43])=[O:42])[CH2:37][CH:36]=3)=[CH:21][CH2:20]4)[CH2:17][CH2:16]2)=[O:12])[CH2:6][CH2:7]1.[C:61]([OH:67])([C:63]([F:66])([F:65])[F:64])=[O:62]. Given the reactants [O:1]=[S:2]1(=[O:60])[CH2:7][CH2:6][N:5]([CH2:8][CH2:9][NH:10][C:11]([C@:13]23[CH2:56][CH2:55][C@@H:54]([C:57]([CH3:59])=[CH2:58])[C@@H:14]2[C@@H:15]2[C@@:28]([CH3:31])([CH2:29][CH2:30]3)[C@@:27]3([CH3:32])[C@@H:18]([C@:19]4([CH3:53])[C@@H:24]([CH2:25][CH2:26]3)[C:23]([CH3:34])([CH3:33])[C:22]([C:35]3[CH2:40][CH2:39][C@:38]([CH2:51][F:52])([C:41]([O:43]CC5C=CC=CC=5)=[O:42])[CH2:37][CH:36]=3)=[CH:21][CH2:20]4)[CH2:17][CH2:16]2)=[O:12])[CH2:4][CH2:3]1.[C:61]([OH:67])([C:63]([F:66])([F:65])[F:64])=[O:62].[OH-].[Li+], predict the reaction product. (3) Given the reactants ClN1[C:6](=[O:7])CCC1=O.C1(P(C2C=CC=CC=2)C2C=CC=CC=2)C=CC=CC=1.CN(C=O)C.[CH3:33][O:34][C:35]1[CH:43]=[CH:42][CH:41]=[C:40]2[C:36]=1[CH:37]=[CH:38][NH:39]2, predict the reaction product. The product is: [CH3:33][O:34][C:35]1[CH:43]=[CH:42][CH:41]=[C:40]2[C:36]=1[C:37]([CH:6]=[O:7])=[CH:38][NH:39]2. (4) Given the reactants [I:1][C:2]1[C:6]([C:7](OCC)=[O:8])=[CH:5][N:4]([CH:12]([CH3:14])[CH3:13])[N:3]=1.[H-].C([Al+]CC(C)C)C(C)C, predict the reaction product. The product is: [I:1][C:2]1[C:6]([CH2:7][OH:8])=[CH:5][N:4]([CH:12]([CH3:14])[CH3:13])[N:3]=1. (5) Given the reactants [NH:1]1[C:9]2[C:4](=[CH:5][CH:6]=[C:7]([C:10]([O:12][CH3:13])=[O:11])[CH:8]=2)[CH:3]=[CH:2]1.[O-]S(C(F)(F)[F:19])(=O)=O.F[N+]1C(C)=CC(C)=CC=1C, predict the reaction product. The product is: [F:19][C:3]1[C:4]2[C:9](=[CH:8][C:7]([C:10]([O:12][CH3:13])=[O:11])=[CH:6][CH:5]=2)[NH:1][CH:2]=1. (6) The product is: [F:1][C:2]1[CH:10]=[C:9]2[C:5]([C:6]([C:20]3[CH:21]=[N:22][N:23]([C@@H:25]4[CH2:26][C@H:27]([C:29]([NH2:34])=[O:30])[CH2:28]4)[CH:24]=3)=[CH:7][N:8]2[S:11]([C:14]2[CH:15]=[CH:16][CH:17]=[CH:18][CH:19]=2)(=[O:13])=[O:12])=[CH:4][CH:3]=1. Given the reactants [F:1][C:2]1[CH:10]=[C:9]2[C:5]([C:6]([C:20]3[CH:21]=[N:22][N:23]([C@@H:25]4[CH2:28][C@H:27]([C:29](O)=[O:30])[CH2:26]4)[CH:24]=3)=[CH:7][N:8]2[S:11]([C:14]2[CH:19]=[CH:18][CH:17]=[CH:16][CH:15]=2)(=[O:13])=[O:12])=[CH:4][CH:3]=1.CC[N:34](CC)CC.[NH4+].[Cl-].CN(C(ON1N=NC2C=CC=NC1=2)=[N+](C)C)C.F[P-](F)(F)(F)(F)F, predict the reaction product. (7) Given the reactants [ClH:1].[Br:2][C:3]1[CH:28]=[CH:27][C:6]([CH2:7][CH:8]2[CH2:13][CH2:12][N:11]([CH2:14][CH2:15][C:16]3[CH:17]=[C:18]4[C:23](=[CH:24][CH:25]=3)[O:22][CH2:21][CH2:20][C:19]4=[O:26])[CH2:10][CH2:9]2)=[CH:5][C:4]=1[O:29][CH2:30][CH2:31][O:32][CH3:33], predict the reaction product. The product is: [ClH:1].[Br:2][C:3]1[CH:28]=[CH:27][C:6]([CH2:7][CH:8]2[CH2:13][CH2:12][N:11]([CH2:14][CH2:15][C:16]3[CH:17]=[C:18]4[C:23](=[CH:24][CH:25]=3)[O:22][CH2:21][CH2:20][C:19]4=[O:26])[CH2:10][CH2:9]2)=[CH:5][C:4]=1[O:29][CH2:30][CH2:31][O:32][CH3:33].